From a dataset of Reaction yield outcomes from USPTO patents with 853,638 reactions. Predict the reaction yield, written as a fraction of the theoretical maximum amount of product (1.0 means a 100% yield; for example, 0.34 means a 34% yield). (1) The reactants are [OH-].[K+].[C:3]1([CH2:9][CH2:10][OH:11])[CH:8]=[CH:7][CH:6]=[CH:5][CH:4]=1.[CH2:36]([O:35]P([O:35][CH2:36][CH2:37][CH2:38][CH2:39][CH2:40][CH2:41][CH2:42]C(C)C)[O:35][CH2:36][CH2:37][CH2:38][CH2:39][CH2:40][CH2:41][CH2:42]C(C)C)[CH2:37][CH2:38][CH2:39][CH2:40][CH2:41][CH2:42]C(C)C. No catalyst specified. The product is [C:36]([O:11][CH2:10][CH2:9][C:3]1[CH:8]=[CH:7][CH:6]=[CH:5][CH:4]=1)(=[O:35])[C:37]1[CH:38]=[CH:39][CH:40]=[CH:41][CH:42]=1. The yield is 0.920. (2) The reactants are [C:1]([N:6]1[C:11](=[O:12])[CH:10]2[CH2:13][CH:7]1[CH:8]=[CH:9]2)(=[O:5])[CH:2]([CH3:4])[CH3:3].[BH4-].[Na+].Cl.[OH-].[Na+]. The catalyst is O.CC(O)CC. The product is [C:1]([NH:6][CH:7]1[CH2:13][CH:10]([CH2:11][OH:12])[CH:9]=[CH:8]1)(=[O:5])[CH:2]([CH3:4])[CH3:3]. The yield is 0.736. (3) The product is [Si:17]([O:24][CH2:25][C@H:26]1[CH2:37][CH2:36][C:35]2[S:34][C:33]3[C:28](=[C:29]([O:14][CH:11]4[CH2:10][CH2:9][CH:8]([N:6]5[CH2:7][C:4]6([CH2:1][O:2][CH2:3]6)[CH2:5]5)[CH2:13][CH2:12]4)[N:30]=[CH:31][N:32]=3)[C:27]1=2)([C:20]([CH3:23])([CH3:21])[CH3:22])([CH3:19])[CH3:18]. The catalyst is C1COCC1. The yield is 0.910. The reactants are [CH2:1]1[C:4]2([CH2:7][N:6]([CH:8]3[CH2:13][CH2:12][CH:11]([OH:14])[CH2:10][CH2:9]3)[CH2:5]2)[CH2:3][O:2]1.[H-].[Na+].[Si:17]([O:24][CH2:25][C@H:26]1[CH2:37][CH2:36][C:35]2[S:34][C:33]3[C:28](=[C:29](Cl)[N:30]=[CH:31][N:32]=3)[C:27]1=2)([C:20]([CH3:23])([CH3:22])[CH3:21])([CH3:19])[CH3:18]. (4) The reactants are [CH2:1]([C:5]1[C:9](/[CH:10]=[CH:11]/[C:12]2[S:13][C:14]([C:18]([OH:20])=O)=[C:15]([CH3:17])[N:16]=2)=[C:8]([CH3:21])[O:7][N:6]=1)[CH2:2][CH2:3][CH3:4].Cl.[CH3:23][O:24][CH:25]1[CH2:28][NH:27][CH2:26]1. No catalyst specified. The product is [CH2:1]([C:5]1[C:9](/[CH:10]=[CH:11]/[C:12]2[S:13][C:14]([C:18]([N:27]3[CH2:28][CH:25]([O:24][CH3:23])[CH2:26]3)=[O:20])=[C:15]([CH3:17])[N:16]=2)=[C:8]([CH3:21])[O:7][N:6]=1)[CH2:2][CH2:3][CH3:4]. The yield is 0.240. (5) The reactants are [F:1][C:2]1[CH:7]=[CH:6][C:5]([C:8]2[CH2:12][CH:11]([CH2:13][NH:14][C@H:15]3[CH2:20][CH2:19][C@H:18]([C:21]4[CH:30]=[CH:29][C:24]5[NH:25][C:26](=[O:28])[O:27][C:23]=5[CH:22]=4)[CH2:17][CH2:16]3)[O:10][N:9]=2)=[CH:4][CH:3]=1.[OH-].[Na+].[BH-](OC(C)=O)(OC(C)=O)O[C:35](C)=O.[Na+]. The catalyst is CO. The product is [F:1][C:2]1[CH:3]=[CH:4][C:5]([C:8]2[CH2:12][CH:11]([CH2:13][N:14]([CH3:35])[C@H:15]3[CH2:16][CH2:17][C@H:18]([C:21]4[CH:30]=[CH:29][C:24]5[NH:25][C:26](=[O:28])[O:27][C:23]=5[CH:22]=4)[CH2:19][CH2:20]3)[O:10][N:9]=2)=[CH:6][CH:7]=1. The yield is 0.310. (6) The reactants are [CH3:1][O:2][CH2:3][C@@H:4]1[CH2:8][N:7]([C:9]([O:11][C:12]([CH3:15])([CH3:14])[CH3:13])=[O:10])[C@H:6]([C:16]([O:18]C)=[O:17])[CH2:5]1.[OH-].[Li+].O. The catalyst is C1COCC1.CO. The product is [C:12]([O:11][C:9]([N:7]1[CH2:8][C@@H:4]([CH2:3][O:2][CH3:1])[CH2:5][C@H:6]1[C:16]([OH:18])=[O:17])=[O:10])([CH3:15])([CH3:13])[CH3:14]. The yield is 0.840. (7) The reactants are [CH:1]([C:3]1[CH:4]=[C:5]2[C:10](=[CH:11][CH:12]=1)[O:9][CH2:8][CH2:7][CH2:6]2)=[CH2:2].B1C2CCCC1CCC2.C1C[O:25]CC1. No catalyst specified. The product is [OH:25][CH2:2][CH2:1][C:3]1[CH:4]=[C:5]2[C:10](=[CH:11][CH:12]=1)[O:9][CH2:8][CH2:7][CH2:6]2. The yield is 0.240. (8) The reactants are [CH2:1]([O:3][C:4]([C:6]1([NH:15][C:16](=[O:25])[C:17]2[CH:22]=[CH:21][C:20]([CH3:23])=[CH:19][C:18]=2Br)[CH2:14][C:13]2[C:8](=[CH:9][CH:10]=[CH:11][CH:12]=2)[CH2:7]1)=[O:5])[CH3:2].[CH3:26][C:27]1([CH3:38])[C:31](C)(C)OB(C=C(C)C)O1.C([O-])(O)=O.[Na+]. The catalyst is CN(C=O)C. The product is [CH2:1]([O:3][C:4]([C:6]1([NH:15][C:16](=[O:25])[C:17]2[CH:22]=[CH:21][C:20]([CH3:23])=[CH:19][C:18]=2[CH:26]=[C:27]([CH3:38])[CH3:31])[CH2:14][C:13]2[C:8](=[CH:9][CH:10]=[CH:11][CH:12]=2)[CH2:7]1)=[O:5])[CH3:2]. The yield is 0.920. (9) The yield is 0.920. The reactants are [O:1]=[C:2]1[CH2:7][CH2:6][CH2:5][CH2:4][CH:3]1[C:8]([O:10][CH2:11][CH3:12])=[O:9].[CH3:13]C[O-].[Na+].CI. The catalyst is C(O)C. The product is [CH3:13][C:3]1([C:8]([O:10][CH2:11][CH3:12])=[O:9])[CH2:4][CH2:5][CH2:6][CH2:7][C:2]1=[O:1]. (10) The reactants are [Br:1][C:2]1[CH:10]=[CH:9][C:5]([C:6]([OH:8])=[O:7])=[CH:4][C:3]=1[S:11](Cl)(=[O:13])=[O:12].[NH:15]1[CH2:20][CH2:19][O:18][CH2:17][CH2:16]1. The catalyst is C(OCC)(=O)C. The product is [Br:1][C:2]1[CH:10]=[CH:9][C:5]([C:6]([OH:8])=[O:7])=[CH:4][C:3]=1[S:11]([N:15]1[CH2:20][CH2:19][O:18][CH2:17][CH2:16]1)(=[O:13])=[O:12]. The yield is 0.880.